From a dataset of Peptide-MHC class I binding affinity with 185,985 pairs from IEDB/IMGT. Regression. Given a peptide amino acid sequence and an MHC pseudo amino acid sequence, predict their binding affinity value. This is MHC class I binding data. (1) The peptide sequence is LMSIISTFH. The MHC is HLA-A33:01 with pseudo-sequence HLA-A33:01. The binding affinity (normalized) is 0. (2) The peptide sequence is IAVITETIPI. The MHC is HLA-A02:02 with pseudo-sequence HLA-A02:02. The binding affinity (normalized) is 0.423. (3) The MHC is HLA-B44:03 with pseudo-sequence HLA-B44:03. The binding affinity (normalized) is 0.467. The peptide sequence is SFYYIWKSYV. (4) The peptide sequence is LTLKHLNPCD. The MHC is H-2-Db with pseudo-sequence H-2-Db. The binding affinity (normalized) is 0. (5) The peptide sequence is LNLGNLADI. The MHC is H-2-Kb with pseudo-sequence H-2-Kb. The binding affinity (normalized) is 0. (6) The peptide sequence is GTGTHPTTA. The MHC is HLA-A02:01 with pseudo-sequence HLA-A02:01. The binding affinity (normalized) is 0.0847. (7) The peptide sequence is AENLWVTVY. The MHC is HLA-A02:06 with pseudo-sequence HLA-A02:06. The binding affinity (normalized) is 0.